Dataset: Full USPTO retrosynthesis dataset with 1.9M reactions from patents (1976-2016). Task: Predict the reactants needed to synthesize the given product. (1) Given the product [CH3:18][CH:16]([O:15][C:12]1[CH:13]=[CH:14][C:9]([C:25]2[S:26][CH:27]=[CH:28][N:29]=2)=[CH:10][C:11]=1[C:19]([F:20])([F:21])[F:22])[CH3:17], predict the reactants needed to synthesize it. The reactants are: CC1(C)C(C)(C)OB([C:9]2[CH:14]=[CH:13][C:12]([O:15][CH:16]([CH3:18])[CH3:17])=[C:11]([C:19]([F:22])([F:21])[F:20])[CH:10]=2)O1.Br[C:25]1[S:26][CH:27]=[CH:28][N:29]=1.C(=O)([O-])[O-].[Cs+].[Cs+]. (2) The reactants are: ClC1C=C(C=CC=1)C(OO)=O.[F:12][C:13]1[CH:18]=[CH:17][C:16]([C:19]2[CH:28]=[C:27]3[C:22]([CH:23]=[C:24]([S:29][CH2:30][CH2:31][C:32]([O:34][CH3:35])=[O:33])[CH:25]=[N:26]3)=[CH:21][CH:20]=2)=[CH:15][CH:14]=1.[OH-:36].[Ca+2].[OH-:38]. Given the product [F:12][C:13]1[CH:14]=[CH:15][C:16]([C:19]2[CH:28]=[C:27]3[C:22]([CH:23]=[C:24]([S:29]([CH2:30][CH2:31][C:32]([O:34][CH3:35])=[O:33])(=[O:38])=[O:36])[CH:25]=[N:26]3)=[CH:21][CH:20]=2)=[CH:17][CH:18]=1, predict the reactants needed to synthesize it.